This data is from Catalyst prediction with 721,799 reactions and 888 catalyst types from USPTO. The task is: Predict which catalyst facilitates the given reaction. Reactant: CC(N=C=O)(C)C1C(C([N:12]=[C:13]=[O:14])(C)C)=CC=CC=1.[C:19]([O:23]CCO)(=[O:22])[CH:20]=[CH2:21].C1(C=[CH:33][C:31]([OH:32])=CC=1)O.COC.C([Sn]CCCC)CCC. Product: [C:19]([OH:23])(=[O:22])[CH:20]=[CH2:21].[NH2:12][C:13]([O:32][CH2:31][CH3:33])=[O:14]. The catalyst class is: 13.